From a dataset of M1 muscarinic receptor antagonist screen with 61,756 compounds. Binary Classification. Given a drug SMILES string, predict its activity (active/inactive) in a high-throughput screening assay against a specified biological target. (1) The compound is O=C(N1CCN(CC1)c1ccc(cc1)C(=O)C)c1cc(OCC)c(OCC)c(OCC)c1. The result is 0 (inactive). (2) The molecule is S(CC(=O)N1CCN(CC1)c1ccc(F)cc1)c1n(CC=C)c(N)cc(=O)n1. The result is 0 (inactive). (3) The drug is Clc1ccc(OCC(=O)NCc2oc(SCC(=O)Nc3c(OCC)cccc3)nn2)cc1. The result is 0 (inactive).